Task: Predict the reactants needed to synthesize the given product.. Dataset: Full USPTO retrosynthesis dataset with 1.9M reactions from patents (1976-2016) (1) Given the product [CH3:6][O:4][CH2:1][OH:5].[CH3:6][O:7][CH2:1][CH2:2][CH3:3], predict the reactants needed to synthesize it. The reactants are: [C:1]([OH:5])(=[O:4])[CH2:2][CH3:3].[CH3:6][OH:7]. (2) Given the product [N:18]1[CH:17]=[N:19][N:10]=[C:8]([C:7]2[CH:11]=[CH:12][C:4]([NH2:3])=[CH:5][CH:6]=2)[N:9]=1, predict the reactants needed to synthesize it. The reactants are: Cl.Cl.[NH2:3][C:4]1[CH:12]=[CH:11][C:7]([C:8]([NH2:10])=[NH:9])=[CH:6][CH:5]=1.C(O)(=O)C.[CH:17]([NH2:19])=[NH:18].NN.ClC1C(=O)C(Cl)=C(Cl)C(=O)C=1Cl.